Regression. Given a peptide amino acid sequence and an MHC pseudo amino acid sequence, predict their binding affinity value. This is MHC class I binding data. From a dataset of Peptide-MHC class I binding affinity with 185,985 pairs from IEDB/IMGT. (1) The peptide sequence is VLGLGLSLK. The MHC is HLA-A03:01 with pseudo-sequence HLA-A03:01. The binding affinity (normalized) is 0.824. (2) The peptide sequence is FMSHVKSVT. The MHC is HLA-A02:06 with pseudo-sequence HLA-A02:06. The binding affinity (normalized) is 0.226. (3) The peptide sequence is ALNIALVAV. The MHC is HLA-A02:03 with pseudo-sequence HLA-A02:03. The binding affinity (normalized) is 0.862. (4) The peptide sequence is RVYVAQKRK. The MHC is HLA-B46:01 with pseudo-sequence HLA-B46:01. The binding affinity (normalized) is 0.0847. (5) The peptide sequence is ELIDVLKTRL. The MHC is HLA-A68:02 with pseudo-sequence HLA-A68:02. The binding affinity (normalized) is 0.329. (6) The peptide sequence is ARAAARAAL. The MHC is HLA-A31:01 with pseudo-sequence HLA-A31:01. The binding affinity (normalized) is 0. (7) The peptide sequence is RRWIQLGL. The binding affinity (normalized) is 0.884. The MHC is HLA-B27:05 with pseudo-sequence HLA-B27:05.